This data is from Reaction yield outcomes from USPTO patents with 853,638 reactions. The task is: Predict the reaction yield, written as a fraction of the theoretical maximum amount of product (1.0 means a 100% yield; for example, 0.34 means a 34% yield). (1) The reactants are Br[C:2]1[S:3][C:4]([CH2:8][CH:9]2[CH2:14][CH2:13][CH2:12][CH2:11][CH2:10]2)=[C:5]([Br:7])[N:6]=1.[Li]CCCC.[CH2:20]([O:22][C:23](Cl)=[O:24])[CH3:21]. The catalyst is C1COCC1. The product is [Br:7][C:5]1[N:6]=[C:2]([C:23]([O:22][CH2:20][CH3:21])=[O:24])[S:3][C:4]=1[CH2:8][CH:9]1[CH2:14][CH2:13][CH2:12][CH2:11][CH2:10]1. The yield is 0.400. (2) The reactants are [CH3:1][S:2]([O-:4])=[O:3].[Na+].Cl[CH:7]([CH3:13])[C:8]([O:10][CH2:11][CH3:12])=[O:9]. The catalyst is C(O)C. The product is [CH3:1][S:2]([CH:7]([CH3:13])[C:8]([O:10][CH2:11][CH3:12])=[O:9])(=[O:4])=[O:3]. The yield is 0.730. (3) The reactants are [Br:1][CH2:2][C:3]([C:5]1[CH:10]=[CH:9][CH:8]=[C:7]([Br:11])[CH:6]=1)=[O:4].[CH:12](OC)(OC)[O:13]C.[CH3:19]C1C=CC(S(O)(=O)=O)=CC=1. The catalyst is CO. The product is [Br:11][C:7]1[CH:8]=[CH:9][CH:10]=[C:5]([C:3]([O:13][CH3:12])([O:4][CH3:19])[CH2:2][Br:1])[CH:6]=1. The yield is 1.00. (4) The reactants are [C:1]([O:4][C@@H:5]1[C@@H:10]([O:11][C:12](=[O:14])[CH3:13])[C@H:9]([O:15][C:16](=[O:18])[CH3:17])[C@@H:8]([O:19]/[C:20](/[C:29]([O:31][CH2:32]C)=[O:30])=[CH:21]\[C:22]2[CH:27]=[CH:26][CH:25]=[CH:24][C:23]=2[F:28])[O:7][C@H:6]1[CH2:34][O:35][C:36](=[O:38])[CH3:37])(=[O:3])[CH3:2].O=C(CC1C(F)=CC=CC=1[Cl:53])C(OC)=O.[H-].[Na+].[Br-].C(O[C@@H]1[C@@H](OC(=O)C)[C@@H](OC(=O)C)[C@@H](COC(=O)C)O[C@@H]1O)(=O)C. No catalyst specified. The product is [C:1]([O:4][C@H:5]1[C@@H:10]([O:11][C:12](=[O:14])[CH3:13])[C@H:9]([O:15][C:16](=[O:18])[CH3:17])[C@@H:8]([O:19]/[C:20](/[C:29]([O:31][CH3:32])=[O:30])=[CH:21]\[C:22]2[C:23]([F:28])=[CH:24][CH:25]=[CH:26][C:27]=2[Cl:53])[O:7][C@H:6]1[CH2:34][O:35][C:36](=[O:38])[CH3:37])(=[O:3])[CH3:2]. The yield is 0.260.